Task: Binary Classification. Given a drug SMILES string, predict its activity (active/inactive) in a high-throughput screening assay against a specified biological target.. Dataset: Orexin1 receptor HTS with 218,158 compounds and 233 confirmed actives (1) The compound is S(=O)(=O)(/N=C(/C(c1n(c2c(n1)cccc2)CC)C#N)c1ccccc1)c1sccc1. The result is 0 (inactive). (2) The compound is S(CC(=O)N1CCCC1)c1c(C(=O)N(CC(=O)Nc2cc(OCC)c(OCC)cc2)C)cccc1. The result is 0 (inactive). (3) The drug is O=c1n(\N=C\c2ccncc2)c(nc2c1cccc2)C. The result is 0 (inactive). (4) The molecule is S(=O)(=O)(Nc1ccc(S(=O)(=O)Nc2ccc(F)cc2)cc1)c1cc(c(OC)cc1)C. The result is 0 (inactive). (5) The molecule is Clc1ccc(c2c3n(nc2)c2CCCc2c(n3)C)cc1. The result is 1 (active). (6) The compound is s1c2c(CCCC2)c2c1ncn(c2=N)CC(C)C. The result is 0 (inactive). (7) The compound is S(=O)(=O)(Nc1ccc(OCC)cc1)c1cc(OC)c(NC(=O)c2cccnc2)cc1. The result is 0 (inactive). (8) The compound is Clc1c(nsc1Cl)C(=O)N(CC1OCCC1)CC(=O)NC1CCCC1. The result is 0 (inactive). (9) The drug is O=C(NNC(=O)Nc1c(ccc(c1)C)C)CCc1ccccc1. The result is 0 (inactive).